This data is from Forward reaction prediction with 1.9M reactions from USPTO patents (1976-2016). The task is: Predict the product of the given reaction. (1) Given the reactants Cl[C:2]1[CH:3]=[C:4]([CH:9]=[CH:10][C:11]=1[NH:12][CH2:13][CH:14]1[CH2:16][CH2:15]1)[C:5]([O:7][CH3:8])=[O:6].[O:17]1[CH2:22][CH2:21][CH:20]([CH:23]2[CH2:28][CH2:27][C:26](=O)[CH2:25][CH2:24]2)[CH2:19][CH2:18]1.C(O)(=O)C.S([O-])([O-])(=O)=O.[Mg+2].P([O-])([O-])([O-])=O.[K+].[K+].[K+], predict the reaction product. The product is: [CH:14]1([CH2:13][N:12]2[C:26]3[CH2:27][CH2:28][CH:23]([CH:20]4[CH2:19][CH2:18][O:17][CH2:22][CH2:21]4)[CH2:24][C:25]=3[C:2]3[C:11]2=[CH:10][CH:9]=[C:4]([C:5]([O:7][CH3:8])=[O:6])[CH:3]=3)[CH2:16][CH2:15]1. (2) Given the reactants [C:1]([C:5]1[C:6]([NH2:15])=[N:7][N:8]2[CH:13]=[C:12]([CH3:14])[CH:11]=[N:10][C:9]=12)([CH3:4])([CH3:3])[CH3:2].[CH:16]1([CH2:22][CH2:23][C:24](Cl)=[O:25])[CH2:21][CH2:20][CH2:19][CH2:18][CH2:17]1, predict the reaction product. The product is: [C:1]([C:5]1[C:6]([NH:15][C:24](=[O:25])[CH2:23][CH2:22][CH:16]2[CH2:21][CH2:20][CH2:19][CH2:18][CH2:17]2)=[N:7][N:8]2[CH:13]=[C:12]([CH3:14])[CH:11]=[N:10][C:9]=12)([CH3:4])([CH3:3])[CH3:2]. (3) Given the reactants [CH:1]1([N:4]([CH2:29][C:30]2[CH:35]=[C:34]([CH2:36][CH2:37][CH2:38][O:39][CH3:40])[CH:33]=[C:32]([O:41][CH2:42][CH2:43][O:44][CH3:45])[CH:31]=2)[C:5]([C@@H:7]2[C@@:12]([OH:21])([C:13]3[CH:18]=[CH:17][C:16](=[O:19])[N:15]([CH3:20])[CH:14]=3)[CH2:11][CH2:10][N:9]([C:22]([O:24][C:25]([CH3:28])([CH3:27])[CH3:26])=[O:23])[CH2:8]2)=[O:6])[CH2:3][CH2:2]1.[H-].[Na+].[CH3:48]I, predict the reaction product. The product is: [CH:1]1([N:4]([CH2:29][C:30]2[CH:35]=[C:34]([CH2:36][CH2:37][CH2:38][O:39][CH3:40])[CH:33]=[C:32]([O:41][CH2:42][CH2:43][O:44][CH3:45])[CH:31]=2)[C:5]([C@@H:7]2[C@@:12]([O:21][CH3:48])([C:13]3[CH:18]=[CH:17][C:16](=[O:19])[N:15]([CH3:20])[CH:14]=3)[CH2:11][CH2:10][N:9]([C:22]([O:24][C:25]([CH3:26])([CH3:27])[CH3:28])=[O:23])[CH2:8]2)=[O:6])[CH2:3][CH2:2]1. (4) Given the reactants [C:1]([O:5][C:6]([N:8]1[CH2:13][CH2:12][N:11]([C:14]2[CH:15]=[CH:16][C:17]3[N:18]([CH:20]=[CH:21][N:22]=3)[N:19]=2)[CH2:10][CH2:9]1)=[O:7])([CH3:4])([CH3:3])[CH3:2].[I:23]N1C(=O)CCC1=O, predict the reaction product. The product is: [C:1]([O:5][C:6]([N:8]1[CH2:9][CH2:10][N:11]([C:14]2[CH:15]=[CH:16][C:17]3[N:18]([C:20]([I:23])=[CH:21][N:22]=3)[N:19]=2)[CH2:12][CH2:13]1)=[O:7])([CH3:4])([CH3:2])[CH3:3]. (5) The product is: [N+:10]([C:4]1[C:5]([C:8]#[N:9])=[N:6][CH:7]=[C:2]([C:23]2[N:19]([CH:14]3[CH2:15][CH2:16][CH2:17][CH2:18][O:13]3)[N:20]=[CH:21][CH:22]=2)[CH:3]=1)([O-:12])=[O:11]. Given the reactants Br[C:2]1[CH:3]=[C:4]([N+:10]([O-:12])=[O:11])[C:5]([C:8]#[N:9])=[N:6][CH:7]=1.[O:13]1[CH2:18][CH2:17][CH2:16][CH2:15][CH:14]1[N:19]1[C:23](B2OC(C)(C)C(C)(C)O2)=[CH:22][CH:21]=[N:20]1.C(=O)([O-])[O-].[Na+].[Na+], predict the reaction product. (6) Given the reactants S(Cl)(Cl)=O.[CH:5]1([CH2:10][C:11]([OH:13])=[O:12])[CH2:9][CH2:8][CH2:7][CH2:6]1.[Br:14]N1C(=O)CCC1=O.[CH2:22](O)[CH3:23], predict the reaction product. The product is: [Br:14][CH:10]([CH:5]1[CH2:9][CH2:8][CH2:7][CH2:6]1)[C:11]([O:13][CH2:22][CH3:23])=[O:12]. (7) Given the reactants [OH:1][CH:2]1[C:6]([OH:8])([CH3:7])[CH2:5][N:4]([C:9]2[CH:10]=[C:11]([CH:15]=[CH:16][CH:17]=2)[C:12]([OH:14])=O)[C:3]1=[O:18].[C:19]([O:23][C:24](=[O:39])[NH:25][CH2:26][C:27]1[CH:32]=[CH:31][CH:30]=[C:29]([CH:33]2[CH2:38][CH2:37][NH:36][CH2:35][CH2:34]2)[CH:28]=1)([CH3:22])([CH3:21])[CH3:20].CCN=C=NCCCN(C)C.ON1C2C=CC=CC=2N=N1.CCN(C(C)C)C(C)C, predict the reaction product. The product is: [C:19]([O:23][C:24](=[O:39])[NH:25][CH2:26][C:27]1[CH:32]=[CH:31][CH:30]=[C:29]([CH:33]2[CH2:38][CH2:37][N:36]([C:12](=[O:14])[C:11]3[CH:15]=[CH:16][CH:17]=[C:9]([N:4]4[CH2:5][C:6]([OH:8])([CH3:7])[CH:2]([OH:1])[C:3]4=[O:18])[CH:10]=3)[CH2:35][CH2:34]2)[CH:28]=1)([CH3:22])([CH3:20])[CH3:21]. (8) Given the reactants Br[C:2]1[CH:7]=[CH:6][C:5]([Br:8])=[CH:4][N:3]=1.[CH:9]([OH:12])([CH3:11])[CH3:10], predict the reaction product. The product is: [Br:8][C:5]1[CH:6]=[CH:7][C:2]([O:12][CH:9]([CH3:11])[CH3:10])=[N:3][CH:4]=1. (9) Given the reactants [CH2:1]([N:4]1[CH2:9][CH2:8][CH:7]([OH:10])[CH2:6][CH2:5]1)[C:2]#[CH:3].I[C:12]1[CH:17]=[CH:16][C:15](/[C:18](/[C:35]2[CH:40]=[CH:39][C:38]([S:41][C:42]([F:45])([F:44])[F:43])=[CH:37][CH:36]=2)=[CH:19]\[CH2:20][O:21][C:22]2[CH:33]=[CH:32][C:25]([O:26][CH2:27][C:28]([O:30][CH3:31])=[O:29])=[C:24]([CH3:34])[CH:23]=2)=[CH:14][CH:13]=1.C(NC(C)C)(C)C, predict the reaction product. The product is: [OH:10][CH:7]1[CH2:8][CH2:9][N:4]([CH2:1][C:2]#[C:3][C:12]2[CH:13]=[CH:14][C:15](/[C:18](/[C:35]3[CH:36]=[CH:37][C:38]([S:41][C:42]([F:44])([F:43])[F:45])=[CH:39][CH:40]=3)=[CH:19]\[CH2:20][O:21][C:22]3[CH:33]=[CH:32][C:25]([O:26][CH2:27][C:28]([O:30][CH3:31])=[O:29])=[C:24]([CH3:34])[CH:23]=3)=[CH:16][CH:17]=2)[CH2:5][CH2:6]1. (10) Given the reactants [Cl-].O[NH3+:3].[C:4](=[O:7])([O-])[OH:5].[Na+].CS(C)=O.[CH2:13]([C:17]1[N:18]=[C:19]([CH3:48])[N:20]([CH2:39][C:40]2[CH:41]=[N:42][C:43]([O:46][CH3:47])=[CH:44][CH:45]=2)[C:21](=[O:38])[C:22]=1[CH2:23][C:24]1[CH:29]=[CH:28][C:27]([C:30]2[C:31]([C:36]#[N:37])=[CH:32][CH:33]=[CH:34][CH:35]=2)=[CH:26][CH:25]=1)[CH2:14][CH2:15][CH3:16], predict the reaction product. The product is: [CH2:13]([C:17]1[N:18]=[C:19]([CH3:48])[N:20]([CH2:39][C:40]2[CH:41]=[N:42][C:43]([O:46][CH3:47])=[CH:44][CH:45]=2)[C:21](=[O:38])[C:22]=1[CH2:23][C:24]1[CH:25]=[CH:26][C:27]([C:30]2[CH:35]=[CH:34][CH:33]=[CH:32][C:31]=2[C:36]2[NH:3][C:4](=[O:7])[O:5][N:37]=2)=[CH:28][CH:29]=1)[CH2:14][CH2:15][CH3:16].